The task is: Predict the reactants needed to synthesize the given product.. This data is from Full USPTO retrosynthesis dataset with 1.9M reactions from patents (1976-2016). (1) Given the product [CH:36]([C:35]1[C:31]([O:30][CH2:2][C:3]2[CH:27]=[CH:26][C:6]([O:7][CH2:8][C:9]3[N:10]=[C:11]([N:15]4[CH2:20][CH2:19][CH:18]([C:21]([O:23][CH2:24][CH3:25])=[O:22])[CH2:17][CH2:16]4)[S:12][C:13]=3[CH3:14])=[C:5]([O:28][CH3:29])[CH:4]=2)=[N:32][N:33]([C:38]2[CH:43]=[CH:42][CH:41]=[CH:40][CH:39]=2)[CH:34]=1)=[O:37], predict the reactants needed to synthesize it. The reactants are: Cl[CH2:2][C:3]1[CH:27]=[CH:26][C:6]([O:7][CH2:8][C:9]2[N:10]=[C:11]([N:15]3[CH2:20][CH2:19][CH:18]([C:21]([O:23][CH2:24][CH3:25])=[O:22])[CH2:17][CH2:16]3)[S:12][C:13]=2[CH3:14])=[C:5]([O:28][CH3:29])[CH:4]=1.[OH:30][C:31]1[C:35]([CH:36]=[O:37])=[CH:34][N:33]([C:38]2[CH:43]=[CH:42][CH:41]=[CH:40][CH:39]=2)[N:32]=1.C(=O)([O-])[O-].[K+].[K+].CN(C)C=O. (2) Given the product [CH2:29]([C:13]1[CH:12]=[C:11]([CH:9]2[CH2:8][N:7]([S:34]([CH:31]([CH3:33])[CH3:32])(=[O:36])=[O:35])[CH2:10]2)[N:16]=[CH:15][C:14]=1[N:17]([CH3:28])[C:18]1[N:23]=[CH:22][C:21]2[N:24]=[CH:25][N:26]([CH3:27])[C:20]=2[CH:19]=1)[CH3:30], predict the reactants needed to synthesize it. The reactants are: N1C=CC=CC=1.[NH:7]1[CH2:10][CH:9]([C:11]2[N:16]=[CH:15][C:14]([N:17]([CH3:28])[C:18]3[N:23]=[CH:22][C:21]4[N:24]=[CH:25][N:26]([CH3:27])[C:20]=4[CH:19]=3)=[C:13]([CH2:29][CH3:30])[CH:12]=2)[CH2:8]1.[CH:31]([S:34](Cl)(=[O:36])=[O:35])([CH3:33])[CH3:32]. (3) Given the product [F:17][C:18]([F:29])([F:28])[C:19]1[CH:24]=[CH:23][CH:22]=[CH:21][C:20]=1[C:7]1[CH:16]=[N:15][C:10]2[O:11][CH2:12][CH2:13][NH:14][C:9]=2[CH:8]=1, predict the reactants needed to synthesize it. The reactants are: O1CCCC1.Br[C:7]1[CH:16]=[N:15][C:10]2[O:11][CH2:12][CH2:13][NH:14][C:9]=2[CH:8]=1.[F:17][C:18]([F:29])([F:28])[C:19]1[CH:24]=[CH:23][CH:22]=[CH:21][C:20]=1B(O)O.C(=O)([O-])[O-].[K+].[K+]. (4) Given the product [CH:1]1([CH2:7][CH2:8][CH2:9][C:10]2([CH3:27])[C:19]3[C:14](=[CH:15][CH:16]=[CH:17][CH:18]=3)[C:13]([OH:20])=[CH:12][C:11]2=[O:26])[CH2:6][CH2:5][CH2:4][CH2:3][CH2:2]1, predict the reactants needed to synthesize it. The reactants are: [CH:1]1([CH2:7][CH2:8][CH2:9][C:10]2([CH3:27])[C:19]3[C:14](=[CH:15][CH:16]=[CH:17][CH:18]=3)[C:13]([OH:20])=[C:12](C(OCC)=O)[C:11]2=[O:26])[CH2:6][CH2:5][CH2:4][CH2:3][CH2:2]1.Cl. (5) Given the product [Cl:1][C:2]1[CH:3]=[C:4]([CH:14]=[CH:15][CH:16]=1)[O:5][C:6]1[CH:7]=[C:8]([CH:11]=[CH:12][CH:13]=1)[CH:9]=[C:21]1[S:17][C:18](=[O:23])[NH:19][C:20]1=[O:22], predict the reactants needed to synthesize it. The reactants are: [Cl:1][C:2]1[CH:3]=[C:4]([CH:14]=[CH:15][CH:16]=1)[O:5][C:6]1[CH:7]=[C:8]([CH:11]=[CH:12][CH:13]=1)[CH:9]=O.[S:17]1[CH2:21][C:20](=[O:22])[NH:19][C:18]1=[O:23].C([O-])(=O)C.[Na+].